From a dataset of Full USPTO retrosynthesis dataset with 1.9M reactions from patents (1976-2016). Predict the reactants needed to synthesize the given product. Given the product [NH2:12][C:3]1[C:4]([CH3:11])=[C:5]([CH:9]=[CH:10][CH:2]=1)[C:6]([O:8][CH3:18])=[O:7], predict the reactants needed to synthesize it. The reactants are: C[C:2]1[CH:10]=[CH:9][C:5]([C:6]([OH:8])=[O:7])=[C:4]([CH3:11])[C:3]=1[NH2:12].OS(O)(=O)=O.[CH3:18]O.